This data is from Peptide-MHC class II binding affinity with 134,281 pairs from IEDB. The task is: Regression. Given a peptide amino acid sequence and an MHC pseudo amino acid sequence, predict their binding affinity value. This is MHC class II binding data. (1) The peptide sequence is KSLFFLDEPLKSVPL. The MHC is DRB1_0101 with pseudo-sequence DRB1_0101. The binding affinity (normalized) is 1.00. (2) The peptide sequence is NGDGDVVAVDIKEKG. The MHC is HLA-DQA10102-DQB10502 with pseudo-sequence HLA-DQA10102-DQB10502. The binding affinity (normalized) is 0.267.